From a dataset of Forward reaction prediction with 1.9M reactions from USPTO patents (1976-2016). Predict the product of the given reaction. (1) Given the reactants Br[C:2]1[CH:10]=[C:9]2[C:5]([CH:6]=[CH:7][N:8]2[S:11]([C:14]2[CH:19]=[CH:18][C:17]([CH3:20])=[CH:16][CH:15]=2)(=[O:13])=[O:12])=[CH:4][CH:3]=1.C(OP(SC1OCCOC1SP(O[CH2:43][CH3:44])(OCC)=S)(OCC)=S)C.C(=O)(O)[O-].[Na+], predict the reaction product. The product is: [CH3:9][N:8]1[CH2:44][CH2:43][CH:5]([C:2]2[CH:10]=[C:9]3[C:5]([CH:6]=[CH:7][N:8]3[S:11]([C:14]3[CH:19]=[CH:18][C:17]([CH3:20])=[CH:16][CH:15]=3)(=[O:13])=[O:12])=[CH:4][CH:3]=2)[CH2:6][CH2:7]1. (2) Given the reactants [NH2:1][C:2]1[N:7]=[C:6](S(C)(=O)=O)[C:5]([C:12]#[N:13])=[C:4]([C:14]2[CH:19]=[C:18]([O:20][CH3:21])[C:17]([O:22][CH3:23])=[C:16]([O:24][CH3:25])[CH:15]=2)[N:3]=1.[CH2:26]([OH:28])[CH3:27].C1CCN2C(=NCCC2)CC1, predict the reaction product. The product is: [NH2:1][C:2]1[N:7]=[C:6]([O:28][CH2:26][CH3:27])[C:5]([C:12]#[N:13])=[C:4]([C:14]2[CH:19]=[C:18]([O:20][CH3:21])[C:17]([O:22][CH3:23])=[C:16]([O:24][CH3:25])[CH:15]=2)[N:3]=1. (3) Given the reactants Cl[C:2]1[C:11]2[C:6](=[CH:7][CH:8]=[CH:9][CH:10]=2)[N:5]=[CH:4][C:3]=1[N+:12]([O-])=O.Cl[C:16]1C2C(=NC=CC=2)N=C[C:17]=1[N+]([O-])=O.[NH2:29][CH2:30][C:31]1([OH:35])[CH2:34][CH2:33][CH2:32]1.[NH2:36]CC1(O)CCCCC1.CC(C)(C)C([O-])([O-])[O-].COC(OC)(OC)CCC, predict the reaction product. The product is: [NH2:36][C:4]1[C:3]2[N:12]=[C:16]([CH3:17])[N:29]([CH2:30][C:31]3([OH:35])[CH2:34][CH2:33][CH2:32]3)[C:2]=2[C:11]2[CH:10]=[CH:9][CH:8]=[CH:7][C:6]=2[N:5]=1. (4) Given the reactants [Cl:1][C:2]1[N:3]=[C:4]([N:18]2[CH2:23][CH2:22][O:21][CH2:20][CH2:19]2)[C:5]2[S:10][C:9]([C:11]3[CH:12]=[C:13]([NH2:17])[CH:14]=[CH:15][CH:16]=3)=[CH:8][C:6]=2[N:7]=1.[C:24]([NH:31][CH2:32][C:33](O)=[O:34])([O:26][C:27]([CH3:30])([CH3:29])[CH3:28])=[O:25], predict the reaction product. The product is: [C:27]([O:26][C:24](=[O:25])[NH:31][CH2:32][C:33](=[O:34])[NH:17][C:13]1[CH:14]=[CH:15][CH:16]=[C:11]([C:9]2[S:10][C:5]3[C:4]([N:18]4[CH2:23][CH2:22][O:21][CH2:20][CH2:19]4)=[N:3][C:2]([Cl:1])=[N:7][C:6]=3[CH:8]=2)[CH:12]=1)([CH3:30])([CH3:28])[CH3:29].